This data is from Full USPTO retrosynthesis dataset with 1.9M reactions from patents (1976-2016). The task is: Predict the reactants needed to synthesize the given product. (1) The reactants are: [Br:1][C:2]1[CH:7]=[CH:6][C:5]([O:8][Si:9]([C:22]([CH3:25])([CH3:24])[CH3:23])([C:16]2[CH:21]=[CH:20][CH:19]=[CH:18][CH:17]=2)[C:10]2[CH:15]=[CH:14][CH:13]=[CH:12][CH:11]=2)=[CH:4][C:3]=1[CH2:26][NH2:27].[C:28]([NH:35][CH2:36][C:37](O)=[O:38])([O:30][C:31]([CH3:34])([CH3:33])[CH3:32])=[O:29].C(Cl)CCl.C1C=CC2N(O)N=NC=2C=1. Given the product [Br:1][C:2]1[CH:7]=[CH:6][C:5]([O:8][Si:9]([C:22]([CH3:23])([CH3:24])[CH3:25])([C:10]2[CH:15]=[CH:14][CH:13]=[CH:12][CH:11]=2)[C:16]2[CH:17]=[CH:18][CH:19]=[CH:20][CH:21]=2)=[CH:4][C:3]=1[CH2:26][NH:27][C:37](=[O:38])[CH2:36][NH:35][C:28]([O:30][C:31]([CH3:33])([CH3:32])[CH3:34])=[O:29], predict the reactants needed to synthesize it. (2) Given the product [ClH:34].[CH:29]([C:28]1[CH:27]=[C:26]2[C:17]([N:18]3[C:23]([CH2:24][O:25]2)=[N:22][NH:21][C:20](=[O:32])[C@H:19]3[CH3:33])=[CH:16][C:15]=1[C@H:13]([C:10]1([CH3:12])[CH2:9][NH:8][CH2:11]1)[CH3:14])([CH3:30])[CH3:31], predict the reactants needed to synthesize it. The reactants are: C(OC([N:8]1[CH2:11][C:10]([C@@H:13]([C:15]2[CH:16]=[C:17]3[C:26](=[CH:27][C:28]=2[CH:29]([CH3:31])[CH3:30])[O:25][CH2:24][C:23]2[N:18]3[C@H:19]([CH3:33])[C:20](=[O:32])[NH:21][N:22]=2)[CH3:14])([CH3:12])[CH2:9]1)=O)(C)(C)C.[ClH:34]. (3) Given the product [Cl:11][C:12]1[CH:17]=[CH:16][C:15]([C:18]2[C:19]([NH:29][C:8](=[O:9])[CH2:7][O:6][CH:1]3[CH2:5][CH2:4][CH2:3][CH2:2]3)=[N:20][N:21]3[C:26]([CH3:27])=[CH:25][C:24]([CH3:28])=[N:23][C:22]=23)=[CH:14][C:13]=1[CH3:30], predict the reactants needed to synthesize it. The reactants are: [CH:1]1([O:6][CH2:7][C:8](Cl)=[O:9])[CH2:5][CH2:4][CH2:3][CH2:2]1.[Cl:11][C:12]1[CH:17]=[CH:16][C:15]([C:18]2[C:19]([NH2:29])=[N:20][N:21]3[C:26]([CH3:27])=[CH:25][C:24]([CH3:28])=[N:23][C:22]=23)=[CH:14][C:13]=1[CH3:30]. (4) Given the product [CH2:1]([C:5]1[CH:13]=[CH:12][C:8]([C:9]([NH2:14])=[O:10])=[CH:7][CH:6]=1)[CH:2]([CH3:4])[CH3:3], predict the reactants needed to synthesize it. The reactants are: [CH2:1]([C:5]1[CH:13]=[CH:12][C:8]([C:9](O)=[O:10])=[CH:7][CH:6]=1)[CH:2]([CH3:4])[CH3:3].[N:14](C1C=C(C=CC=1OC(F)(F)F)C(N)=O)=C=S. (5) Given the product [C:1]1([C:7]2([C:13]3[CH:18]=[CH:17][CH:16]=[CH:15][CH:14]=3)[CH2:8][CH2:9][N:10]([CH2:20][CH2:21][CH2:22][C:23]#[N:24])[CH2:11][CH2:12]2)[CH:2]=[CH:3][CH:4]=[CH:5][CH:6]=1, predict the reactants needed to synthesize it. The reactants are: [C:1]1([C:7]2([C:13]3[CH:18]=[CH:17][CH:16]=[CH:15][CH:14]=3)[CH2:12][CH2:11][NH:10][CH2:9][CH2:8]2)[CH:6]=[CH:5][CH:4]=[CH:3][CH:2]=1.Br[CH2:20][CH2:21][CH2:22][C:23]#[N:24].C(=O)([O-])[O-].[K+].[K+].[I-].[K+]. (6) Given the product [NH2:3][O:12][CH:13]1[CH2:14][CH2:15][N:16]([C:19]([O:21][C:22]([CH3:25])([CH3:24])[CH3:23])=[O:20])[CH2:17][CH2:18]1, predict the reactants needed to synthesize it. The reactants are: O=C1C2C(=CC=CC=2)C(=O)[N:3]1[O:12][CH:13]1[CH2:18][CH2:17][N:16]([C:19]([O:21][C:22]([CH3:25])([CH3:24])[CH3:23])=[O:20])[CH2:15][CH2:14]1.CNN. (7) Given the product [CH2:7]([O:6][C:4](=[O:5])[C:3]([CH2:2][O:11][CH3:10])=[CH2:9])[CH3:8], predict the reactants needed to synthesize it. The reactants are: Br[CH2:2][C:3](=[CH2:9])[C:4]([O:6][CH2:7][CH3:8])=[O:5].[CH3:10][O-:11].[Na+]. (8) Given the product [CH3:11][C:12]1[NH:16][N:15]=[C:14]([NH:17][C:3]2[CH:2]=[C:1]([N:18]3[CH2:23][CH2:22][O:21][CH2:20][CH2:19]3)[N:10]=[C:1]([CH:2]=[CH:3][C:4]3[CH:9]=[CH:8][CH:7]=[CH:6][CH:5]=3)[N:10]=2)[CH:13]=1, predict the reactants needed to synthesize it. The reactants are: [C:1](#[N:10])[CH:2]=[CH:3][C:4]1[CH:9]=[CH:8][CH:7]=[CH:6][CH:5]=1.[CH3:11][C:12]1[NH:16][N:15]=[C:14]([NH2:17])[CH:13]=1.[NH:18]1[CH2:23][CH2:22][O:21][CH2:20][CH2:19]1. (9) Given the product [F:19][C:20]1[CH:25]=[CH:24][C:23]([CH3:29])=[C:22]([C:2]2[CH:3]=[N:4][C:5]3[N:6]([CH:8]=[C:9]([CH2:11][O:12][C:13]4[CH:18]=[CH:17][CH:16]=[CH:15][N:14]=4)[N:10]=3)[CH:7]=2)[CH:21]=1, predict the reactants needed to synthesize it. The reactants are: Br[C:2]1[CH:3]=[N:4][C:5]2[N:6]([CH:8]=[C:9]([CH2:11][O:12][C:13]3[CH:18]=[CH:17][CH:16]=[CH:15][N:14]=3)[N:10]=2)[CH:7]=1.[F:19][C:20]1[CH:21]=[CH:22][C:23]([CH3:29])=[C:24](B(O)O)[CH:25]=1. (10) Given the product [Br:12][C:13]1[CH:18]=[CH:17][C:16]([N:19]2[CH2:7][CH2:6][O:5][C:1]2=[O:8])=[CH:15][C:14]=1[CH3:23], predict the reactants needed to synthesize it. The reactants are: [C:1](=[O:8])([O:5][CH2:6][CH3:7])OCC.C[O-].[Na+].[Br:12][C:13]1[CH:18]=[CH:17][C:16]([NH:19]CCO)=[CH:15][C:14]=1[CH3:23].[Cl-].[NH4+].